This data is from Reaction yield outcomes from USPTO patents with 853,638 reactions. The task is: Predict the reaction yield, written as a fraction of the theoretical maximum amount of product (1.0 means a 100% yield; for example, 0.34 means a 34% yield). (1) The reactants are [N:1]12[CH2:8][CH2:7][C:4]([C:9]([C:17]3[CH:22]=[CH:21][CH:20]=[CH:19][CH:18]=3)([C:11]3[CH:16]=[CH:15][CH:14]=[CH:13][CH:12]=3)[OH:10])([CH2:5][CH2:6]1)[CH2:3][CH2:2]2.[Br:23][CH2:24][CH2:25][CH3:26]. The catalyst is CC#N. The product is [Br-:23].[OH:10][C:9]([C:17]1[CH:22]=[CH:21][CH:20]=[CH:19][CH:18]=1)([C:11]1[CH:12]=[CH:13][CH:14]=[CH:15][CH:16]=1)[C:4]12[CH2:5][CH2:6][N+:1]([CH2:24][CH2:25][CH3:26])([CH2:2][CH2:3]1)[CH2:8][CH2:7]2. The yield is 0.751. (2) The reactants are [CH:1]([C:3]1[CH:8]=[CH:7][CH:6]=[C:5]([C:9]2[CH:14]=[CH:13][CH:12]=[C:11]([C:15]([O:17][CH3:18])=[O:16])[CH:10]=2)[C:4]=1[C:19]([O:21][CH3:22])=[O:20])=[CH2:2].[C:23]([OH:26])(=[S:25])[CH3:24].CC(N=NC(C#N)(C)C)(C#N)C. The catalyst is C1C=CC=CC=1. The product is [C:23]([S:25][CH2:2][CH2:1][C:3]1[CH:8]=[CH:7][CH:6]=[C:5]([C:9]2[CH:14]=[CH:13][CH:12]=[C:11]([C:15]([O:17][CH3:18])=[O:16])[CH:10]=2)[C:4]=1[C:19]([O:21][CH3:22])=[O:20])(=[O:26])[CH3:24]. The yield is 0.480. (3) The reactants are [O:1]1[CH:5]=[CH:4][C:3]([N:6]2[CH:11]=[CH:10][C:9]([CH3:12])=[CH:8][C:7]2=[O:13])=[CH:2]1.C(O[CH:19](N(C)C)[N:20]([CH3:22])[CH3:21])(C)(C)C. The catalyst is CN(C)C=O. The product is [CH3:19][N:20]([CH3:22])[CH:21]=[CH:12][C:9]1[CH:10]=[CH:11][N:6]([C:3]2[CH:4]=[CH:5][O:1][CH:2]=2)[C:7](=[O:13])[CH:8]=1. The yield is 1.00. (4) The reactants are Br[C:2]1[CH:3]=[CH:4][C:5]2[C:11]3[S:12][C:13]([C:15]4[N:19]([CH:20]([CH3:22])[CH3:21])[N:18]=[CH:17][N:16]=4)=[CH:14][C:10]=3[CH2:9][CH2:8][O:7][C:6]=2[CH:23]=1.ClCCl.[I-].C(OC([N:35]1[CH2:38][CH:37]([Zn+])[CH2:36]1)=O)(C)(C)C.Cl. The catalyst is CN(C)C(=O)C.[Cu]I. The product is [NH:35]1[CH2:38][CH:37]([C:2]2[CH:3]=[CH:4][C:5]3[C:11]4[S:12][C:13]([C:15]5[N:19]([CH:20]([CH3:21])[CH3:22])[N:18]=[CH:17][N:16]=5)=[CH:14][C:10]=4[CH2:9][CH2:8][O:7][C:6]=3[CH:23]=2)[CH2:36]1. The yield is 0.110. (5) The reactants are [I:1][C:2]1[C:10]2[C:5](=[CH:6][CH:7]=[CH:8][CH:9]=2)[NH:4][N:3]=1.[N:11]([C:14]([CH3:17])([CH3:16])[CH3:15])=[C:12]=[O:13]. The catalyst is CN(C=O)C. The product is [C:14]([NH:11][C:12]([N:4]1[C:5]2[C:10](=[CH:9][CH:8]=[CH:7][CH:6]=2)[C:2]([I:1])=[N:3]1)=[O:13])([CH3:17])([CH3:16])[CH3:15]. The yield is 0.630.